From a dataset of Peptide-MHC class I binding affinity with 185,985 pairs from IEDB/IMGT. Regression. Given a peptide amino acid sequence and an MHC pseudo amino acid sequence, predict their binding affinity value. This is MHC class I binding data. The peptide sequence is FKYDSTKPL. The MHC is HLA-B57:01 with pseudo-sequence HLA-B57:01. The binding affinity (normalized) is 0.0847.